Dataset: Forward reaction prediction with 1.9M reactions from USPTO patents (1976-2016). Task: Predict the product of the given reaction. (1) The product is: [NH2:13][C:12]1[CH:11]=[CH:10][C:5]([C:6]([O:8][CH3:9])=[O:7])=[CH:4][C:3]=1[O:2][CH3:1]. Given the reactants [CH3:1][O:2][C:3]1[CH:4]=[C:5]([CH:10]=[CH:11][C:12]=1[N+:13]([O-])=O)[C:6]([O:8][CH3:9])=[O:7], predict the reaction product. (2) Given the reactants C([O:4][C@H:5]1[C@@H:29]([O:30]C(=O)C)[C@H:28]([O:34]C(=O)C)[C@@H:27]([CH2:38][O:39]C(=O)C)[O:26][C@@H:6]1[O:7][C:8]1[CH:13]=[CH:12][C:11]([N:14]2[C:22]3[C:17](=[CH:18][C:19]([N+:23]([O-:25])=[O:24])=[CH:20][CH:21]=3)[CH2:16][CH2:15]2)=[CH:10][CH:9]=1)(=O)C.C[O-].[Na+].C(Cl)Cl.CO.C(O)(=O)C, predict the reaction product. The product is: [O:7]([C:8]1[CH:9]=[CH:10][C:11]([N:14]2[C:22]3[C:17](=[CH:18][C:19]([N+:23]([O-:25])=[O:24])=[CH:20][CH:21]=3)[CH2:16][CH2:15]2)=[CH:12][CH:13]=1)[C@H:6]1[O:26][C@H:27]([CH2:38][OH:39])[C@@H:28]([OH:34])[C@H:29]([OH:30])[C@@H:5]1[OH:4]. (3) Given the reactants [NH2:1][C:2]1[CH:3]=[C:4]([OH:10])[CH:5]=[C:6]([O:8][CH3:9])[CH:7]=1.C([O-])([O-])=O.[K+].[K+].Br[CH2:18][CH2:19][O:20][CH2:21][CH2:22][O:23][CH2:24][CH2:25][O:26][CH3:27].[I-].[Na+], predict the reaction product. The product is: [CH3:9][O:8][C:6]1[CH:7]=[C:2]([CH:3]=[C:4]([O:10][CH2:18][CH2:19][O:20][CH2:21][CH2:22][O:23][CH2:24][CH2:25][O:26][CH3:27])[CH:5]=1)[NH2:1]. (4) Given the reactants [N:1]([CH2:4][CH2:5][CH2:6][CH2:7][N:8]1[CH:12]=[C:11]([C:13]([O:15][C:16]([CH3:19])([CH3:18])[CH3:17])=[O:14])[N:10]=[N:9]1)=[N+:2]=[N-:3].[Na].[O:21]=[C:22]1[O:28][C@H:27]([C@H](CO)O)[C:25](O)=[C:23]1O.C(OC)(=O)C#C, predict the reaction product. The product is: [C:16]([O:15][C:13]([C:11]1[N:10]=[N:9][N:8]([CH2:7][CH2:6][CH2:5][CH2:4][N:1]2[CH:25]=[C:23]([C:22]([O:28][CH3:27])=[O:21])[N:3]=[N:2]2)[CH:12]=1)=[O:14])([CH3:19])([CH3:18])[CH3:17]. (5) Given the reactants [CH3:1][O:2][C:3]1[CH:8]=[CH:7][C:6]([N:9]2[C:21]3[CH:20]=[CH:19][C:18]([CH:22]=[C:23]([C:32]#[N:33])[C:24]4[CH:29]=[C:28]([F:30])[CH:27]=[C:26]([F:31])[CH:25]=4)=[CH:17][C:16]=3[C:15]3[C:10]2=[CH:11][CH:12]=[CH:13][CH:14]=3)=[CH:5][CH:4]=1.[C-:34]#[N:35].[Na+].C([O-])(=O)C.C([O-])(=O)C.C([O-])(=O)C.C([O-])(=O)C.[Pb+4], predict the reaction product. The product is: [CH3:1][O:2][C:3]1[CH:8]=[CH:7][C:6]([N:9]2[C:21]3[CH:20]=[CH:19][C:18]([C:22]([C:34]#[N:35])=[C:23]([C:32]#[N:33])[C:24]4[CH:25]=[C:26]([F:31])[CH:27]=[C:28]([F:30])[CH:29]=4)=[CH:17][C:16]=3[C:15]3[C:10]2=[CH:11][CH:12]=[CH:13][CH:14]=3)=[CH:5][CH:4]=1.